Predict the reaction yield, written as a fraction of the theoretical maximum amount of product (1.0 means a 100% yield; for example, 0.34 means a 34% yield). From a dataset of Reaction yield outcomes from USPTO patents with 853,638 reactions. (1) The yield is 0.220. The catalyst is C(Cl)Cl. The product is [NH2:41][C:42]1[S:46][C:45]([C:47]2[C:48]([F:54])=[CH:49][CH:50]=[CH:51][C:52]=2[F:53])=[N:44][C:43]=1[C:55]([NH:58][C:59]1[CH:60]=[N:61][N:62]([CH3:78])[C:63]=1[N:64]1[CH2:69][CH2:68][NH:67][CH2:66][C@H:65]1[CH3:77])=[O:57]. The reactants are C1CN([P+](ON2N=NC3C=CC=CC2=3)(N2CCCC2)N2CCCC2)CC1.F[P-](F)(F)(F)(F)F.C(OC([NH:41][C:42]1[S:46][C:45]([C:47]2[C:52]([F:53])=[CH:51][CH:50]=[CH:49][C:48]=2[F:54])=[N:44][C:43]=1[C:55]([OH:57])=O)=O)(C)(C)C.[NH2:58][C:59]1[CH:60]=[N:61][N:62]([CH3:78])[C:63]=1[N:64]1[CH2:69][CH2:68][N:67](C(OC(C)(C)C)=O)[CH2:66][C@H:65]1[CH3:77].CCN(C(C)C)C(C)C. (2) The reactants are [Cl:1][C:2]1[CH:17]=[CH:16][C:5]([C:6]([NH:8][C:9]2[CH:10]=[N:11][C:12]([OH:15])=[CH:13][CH:14]=2)=[O:7])=[CH:4][CH:3]=1.C(NC1C=CC([O:33][C:34]([N:36]2[CH2:41][CH2:40][CH:39]([O:42][Si](C(C)(C)C)(C)C)[CH2:38][CH2:37]2)=O)=NC=1)(=O)C1C=CC=CC=1.C(N(CC)CC)C.CCCCCCC. The catalyst is CN(C)C=O. The product is [Cl:1][C:2]1[CH:17]=[CH:16][C:5]([C:6]([NH:8][C:9]2[CH:14]=[CH:13][C:12]([O:15][C:34]([N:36]3[CH2:41][CH2:40][CH:39]([OH:42])[CH2:38][CH2:37]3)=[O:33])=[N:11][CH:10]=2)=[O:7])=[CH:4][CH:3]=1. The yield is 0.430. (3) The reactants are [C:1]([C:5]1[CH:10]=[CH:9][CH:8]=[CH:7][C:6]=1[N:11]1[CH2:16][CH2:15][N:14]([C:17](=[O:21])[C:18](O)=[O:19])[CH2:13][CH2:12]1)([CH3:4])([CH3:3])[CH3:2].Cl.[CH2:23]([O:30][C:31]1[CH:37]=[CH:36][C:34]([NH2:35])=[CH:33][CH:32]=1)[C:24]1[CH:29]=[CH:28][CH:27]=[CH:26][CH:25]=1.C(N(CC)CC)C.CCN=C=NCCCN(C)C.C1C=CC2N(O)N=NC=2C=1.C([O-])(O)=O.[Na+]. The catalyst is CN(C)C=O. The product is [CH2:23]([O:30][C:31]1[CH:32]=[CH:33][C:34]([NH:35][C:18](=[O:19])[C:17]([N:14]2[CH2:13][CH2:12][N:11]([C:6]3[CH:7]=[CH:8][CH:9]=[CH:10][C:5]=3[C:1]([CH3:3])([CH3:2])[CH3:4])[CH2:16][CH2:15]2)=[O:21])=[CH:36][CH:37]=1)[C:24]1[CH:25]=[CH:26][CH:27]=[CH:28][CH:29]=1. The yield is 0.900. (4) The reactants are [NH:1]1[CH2:6][CH2:5][O:4][CH2:3][CH2:2]1.[Cl:7][C:8]1[N:16]=[C:15]2[C:11]([NH:12][CH:13]=[N:14]2)=[C:10](Cl)[N:9]=1. The catalyst is C(O)C. The product is [Cl:7][C:8]1[N:16]=[C:15]2[C:11]([N:12]=[CH:13][NH:14]2)=[C:10]([N:1]2[CH2:6][CH2:5][O:4][CH2:3][CH2:2]2)[N:9]=1. The yield is 0.950.